From a dataset of Forward reaction prediction with 1.9M reactions from USPTO patents (1976-2016). Predict the product of the given reaction. (1) Given the reactants [CH3:1][Si]([N-][Si](C)(C)C)(C)C.[K+].[CH2:11]([O:18][C:19](=[O:25])[NH:20][C@@H:21]([CH3:24])[CH:22]=O)[C:12]1[CH:17]=[CH:16][CH:15]=[CH:14][CH:13]=1, predict the reaction product. The product is: [CH2:11]([O:18][C:19](=[O:25])[NH:20][C@@H:21]([CH3:24])[CH:22]=[CH2:1])[C:12]1[CH:17]=[CH:16][CH:15]=[CH:14][CH:13]=1. (2) Given the reactants Br[C:2]1[CH:3]=[CH:4][CH:5]=[C:6]2[C:11]=1[N:10]=[C:9]([NH:12][C:13]1[CH:18]=[CH:17][C:16]([N:19]3[CH2:24][CH2:23][N:22]([CH:25]([OH:27])[CH3:26])[CH2:21][CH2:20]3)=[CH:15][CH:14]=1)[N:8]=[CH:7]2.[NH2:28][C:29]1[CH:30]=[C:31](B(O)O)[CH:32]=[CH:33][CH:34]=1.C([O-])([O-])=O.[Na+].[Na+], predict the reaction product. The product is: [NH2:28][C:29]1[CH:34]=[C:33]([C:2]2[CH:3]=[CH:4][CH:5]=[C:6]3[C:11]=2[N:10]=[C:9]([NH:12][C:13]2[CH:14]=[CH:15][C:16]([N:19]4[CH2:20][CH2:21][N:22]([CH:25]([OH:27])[CH3:26])[CH2:23][CH2:24]4)=[CH:17][CH:18]=2)[N:8]=[CH:7]3)[CH:32]=[CH:31][CH:30]=1. (3) The product is: [F:1][C:2]1[CH:20]=[CH:19][C:5]([CH2:6][O:7][C:8]2[CH:13]=[CH:12][C:11]([CH:14]=[CH:15][C:16]([NH:22][CH3:21])=[O:17])=[CH:10][CH:9]=2)=[CH:4][CH:3]=1. Given the reactants [F:1][C:2]1[CH:20]=[CH:19][C:5]([CH2:6][O:7][C:8]2[CH:13]=[CH:12][C:11]([CH:14]=[CH:15][C:16](O)=[O:17])=[CH:10][CH:9]=2)=[CH:4][CH:3]=1.[CH3:21][NH2:22], predict the reaction product. (4) The product is: [F:10][C:9]([F:12])([F:11])[C:5]1[N:4]=[C:3]([N:1]2[C:15]([NH2:14])=[CH:16][CH:17]=[N:2]2)[CH:8]=[CH:7][N:6]=1. Given the reactants [NH:1]([C:3]1[CH:8]=[CH:7][N:6]=[C:5]([C:9]([F:12])([F:11])[F:10])[N:4]=1)[NH2:2].C[N:14](C)/[CH:15]=[CH:16]/[C:17]#N, predict the reaction product. (5) Given the reactants [C:1]([O:4][C@H:5]1[C@H:18]([O:19]C(=O)C)[C@@H:17]([CH2:23][O:24][C:25](=[O:27])[CH3:26])[O:16][C@@H:7]([S:8][C:9]2[CH:14]=[CH:13][C:12]([CH3:15])=[CH:11][CH:10]=2)[C@@H:6]1[NH:28][C:29]([O:31][CH2:32][C:33]([Cl:36])([Cl:35])[Cl:34])=[O:30])(=[O:3])[CH3:2].C[O-].[Na+].N1[CH:45]=[CH:44][CH:43]=[CH:42][CH:41]=1.C(Cl)([C:48]1[CH:53]=[CH:52]C=[CH:50][CH:49]=1)=O, predict the reaction product. The product is: [C:1]([O:4][C@H:5]1[C@H:18]([OH:19])[C@@H:17]([CH2:23][O:24][C:25](=[O:27])[C:26]2[CH:52]=[CH:53][CH:48]=[CH:49][CH:50]=2)[O:16][C@@H:7]([S:8][C:9]2[CH:10]=[CH:11][C:12]([CH3:15])=[CH:13][CH:14]=2)[C@@H:6]1[NH:28][C:29]([O:31][CH2:32][C:33]([Cl:36])([Cl:35])[Cl:34])=[O:30])(=[O:3])[C:2]1[CH:45]=[CH:44][CH:43]=[CH:42][CH:41]=1. (6) Given the reactants S(=O)(=O)(O)O.[NH2:6][C:7]1[N:12]=[CH:11]C(C#N)=[CH:9][C:8]=1[C:15]([F:18])([F:17])[F:16].C(=O)(O)[O-].[Na+].[C:24]([O:27][CH2:28]C)(=[O:26])[CH3:25], predict the reaction product. The product is: [NH2:6][C:7]1[N:12]=[CH:11][C:25]([C:24]([O:27][CH3:28])=[O:26])=[CH:9][C:8]=1[C:15]([F:18])([F:17])[F:16]. (7) The product is: [Br:1][C:2]1[CH:3]=[CH:4][C:5]([OH:11])=[C:6]([CH:10]=1)[C:7]([NH:16][C:15]1[CH:17]=[CH:18][C:19]([Cl:20])=[C:13]([Cl:12])[CH:14]=1)=[O:9]. Given the reactants [Br:1][C:2]1[CH:10]=[C:6]([C:7]([OH:9])=O)[C:5]([OH:11])=[CH:4][CH:3]=1.[Cl:12][C:13]1[CH:14]=[C:15]([CH:17]=[CH:18][C:19]=1[Cl:20])[NH2:16], predict the reaction product. (8) The product is: [S:37]([OH:40])(=[O:39])(=[O:38])[CH3:36].[S:37]([OH:40])(=[O:39])(=[O:38])[CH3:36].[NH:1]1[C:9]2[C:4](=[C:5]([C:10]3[N:11]=[C:12]([N:30]4[CH2:31][CH2:32][O:33][CH2:34][CH2:35]4)[C:13]4[S:18][C:17]([CH2:19][N:20]5[CH2:25][CH2:24][N:23]([S:26]([CH3:29])(=[O:27])=[O:28])[CH2:22][CH2:21]5)=[CH:16][C:14]=4[N:15]=3)[CH:6]=[CH:7][CH:8]=2)[CH:3]=[N:2]1. Given the reactants [NH:1]1[C:9]2[C:4](=[C:5]([C:10]3[N:11]=[C:12]([N:30]4[CH2:35][CH2:34][O:33][CH2:32][CH2:31]4)[C:13]4[S:18][C:17]([CH2:19][N:20]5[CH2:25][CH2:24][N:23]([S:26]([CH3:29])(=[O:28])=[O:27])[CH2:22][CH2:21]5)=[CH:16][C:14]=4[N:15]=3)[CH:6]=[CH:7][CH:8]=2)[CH:3]=[N:2]1.[CH3:36][S:37]([OH:40])(=[O:39])=[O:38], predict the reaction product. (9) The product is: [Br:13][C:3]1[C:2]([C:10]([OH:12])=[O:11])=[N:1][N:5]2[CH:6]=[CH:7][CH:8]=[CH:9][C:4]=12. Given the reactants [N:1]1[N:5]2[CH:6]=[CH:7][CH:8]=[CH:9][C:4]2=[CH:3][C:2]=1[C:10]([OH:12])=[O:11].[Br:13]N1C(=O)CCC1=O, predict the reaction product. (10) Given the reactants Cl.[F:2][CH2:3][CH2:4][CH2:5][NH2:6].CC1C=CC(S(O[CH2:18][CH:19]2[CH2:28][CH2:27][C:26]3[C:21](=[CH:22][C:23]([S:29]([CH3:32])(=[O:31])=[O:30])=[CH:24][CH:25]=3)[O:20]2)(=O)=O)=CC=1.FCCCN, predict the reaction product. The product is: [F:2][CH2:3][CH2:4][CH2:5][NH:6][CH2:18][CH:19]1[CH2:28][CH2:27][C:26]2[C:21](=[CH:22][C:23]([S:29]([CH3:32])(=[O:31])=[O:30])=[CH:24][CH:25]=2)[O:20]1.